Dataset: Forward reaction prediction with 1.9M reactions from USPTO patents (1976-2016). Task: Predict the product of the given reaction. Given the reactants [Cl:1][C:2]1[CH:3]=[C:4]2[C:8](=[CH:9][CH:10]=1)[C:7](=[O:11])[CH2:6][CH2:5]2.BrN1C(=O)CCC1=O.O.[NH2:21]/[C:22](/[C:27]#[N:28])=[C:23](\[NH2:26])/[C:24]#[N:25], predict the reaction product. The product is: [Cl:1][C:2]1[CH:10]=[CH:9][C:8]2[C:7](=[O:11])[C:6]3[C:5]([C:4]=2[CH:3]=1)=[N:21][C:22]([C:27]#[N:28])=[C:23]([C:24]#[N:25])[N:26]=3.